Task: Predict the reactants needed to synthesize the given product.. Dataset: Retrosynthesis with 50K atom-mapped reactions and 10 reaction types from USPTO (1) The reactants are: CC1NCCc2[nH]ccc21.O=C(O)c1cc2ncc(Br)cn2n1. Given the product CC1c2cc[nH]c2CCN1C(=O)c1cc2ncc(Br)cn2n1, predict the reactants needed to synthesize it. (2) Given the product CCOC(=O)C(Nc1ccc(C#N)cc1)c1cc(OCC)cc(O[Si](c2ccccc2)(c2ccccc2)C(C)(C)C)c1F, predict the reactants needed to synthesize it. The reactants are: CC(C)(C)OC(=O)N=NC(=O)OC(C)(C)C.CCOC(=O)C(Nc1ccc(C#N)cc1)c1cc(O)cc(O[Si](c2ccccc2)(c2ccccc2)C(C)(C)C)c1F. (3) The reactants are: COc1ccccc1CCO.N#Cc1cccc(-n2nc(C(F)(F)F)cc2O)c1. Given the product COc1ccccc1CCOc1cc(C(F)(F)F)nn1-c1cccc(C#N)c1, predict the reactants needed to synthesize it. (4) Given the product Cc1cccc(-c2sc(C3CC3)nc2C(=O)N2CCC[C@@H](Nc3nccc(C(F)(F)F)n3)C2)c1, predict the reactants needed to synthesize it. The reactants are: Cc1cccc(-c2sc(C3CC3)nc2C(=O)N2CCC[C@@H](N)C2)c1.FC(F)(F)c1ccnc(Cl)n1.